From a dataset of Reaction yield outcomes from USPTO patents with 853,638 reactions. Predict the reaction yield, written as a fraction of the theoretical maximum amount of product (1.0 means a 100% yield; for example, 0.34 means a 34% yield). (1) The reactants are [CH2:1]([N:3]([CH2:20][CH3:21])[CH2:4][CH2:5][NH:6]C(C1C=CC2C(=CC=C(I)C=2)C=1)=O)[CH3:2].[I:22][C:23]1[CH:36]=[C:35]2[C:26]([N:27]=[C:28]3[C:33](=[CH:34]2)[CH:32]=[CH:31][CH:30]=[C:29]3[C:37]([O:39]C)=O)=[CH:25][CH:24]=1.[K+].[Br-].Cl.C(N(CC)CCNC(C1NC2C(C=1)=CC(I)=CC=2)=O)C.C(N(CC)CCNC(C1SC2C=CC=C(I)C=2C=1)=O)C.IC1C=C2C(=CC=1)NC(C(OCC)=O)=C2.IC1C=CC=C2C=1N=C1C(=C2)C=CC=C1C(OC)=O. The catalyst is ClCCl.C(O)C. The product is [CH2:1]([N:3]([CH2:20][CH3:21])[CH2:4][CH2:5][NH:6][C:37]([C:29]1[C:28]2[C:33](=[CH:34][C:35]3[C:26]([N:27]=2)=[CH:25][CH:24]=[C:23]([I:22])[CH:36]=3)[CH:32]=[CH:31][CH:30]=1)=[O:39])[CH3:2]. The yield is 0.530. (2) The reactants are [Cl:1][C:2]1[CH:7]=[CH:6][C:5]([C:8]([F:13])([F:12])[C:9]([OH:11])=O)=[C:4]([O:14][CH2:15][CH3:16])[CH:3]=1.P(Cl)(Cl)(Cl)=O.Cl.[NH2:23][CH2:24][C:25]1[CH:26]=[C:27]2[C:31](=[CH:32][CH:33]=1)[C:30](=[O:34])[N:29]([CH:35]1[CH2:40][CH2:39][C:38](=[O:41])[NH:37][C:36]1=[O:42])[CH2:28]2.C(=O)(O)[O-].[Na+]. The catalyst is N1C=CC=CC=1. The product is [Cl:1][C:2]1[CH:7]=[CH:6][C:5]([C:8]([F:13])([F:12])[C:9]([NH:23][CH2:24][C:25]2[CH:26]=[C:27]3[C:31](=[CH:32][CH:33]=2)[C:30](=[O:34])[N:29]([CH:35]2[CH2:40][CH2:39][C:38](=[O:41])[NH:37][C:36]2=[O:42])[CH2:28]3)=[O:11])=[C:4]([O:14][CH2:15][CH3:16])[CH:3]=1. The yield is 0.180. (3) The yield is 0.460. The reactants are FC1C=CC(CN)=CC=1.[Cl:10][C:11]1[CH:12]=[C:13]([CH:16]=[CH:17][CH:18]=1)[CH2:14][NH2:15].[CH2:19]([N:26]1[CH2:30][CH2:29][N:28]([C:31]2[S:32][C:33]([C:37](O)=[O:38])=[C:34]([CH3:36])[N:35]=2)[C:27]1=[O:40])[C:20]1[CH:25]=[CH:24][CH:23]=[CH:22][CH:21]=1. The product is [CH2:19]([N:26]1[CH2:30][CH2:29][N:28]([C:31]2[S:32][C:33]([C:37]([NH:15][CH2:14][C:13]3[CH:16]=[CH:17][CH:18]=[C:11]([Cl:10])[CH:12]=3)=[O:38])=[C:34]([CH3:36])[N:35]=2)[C:27]1=[O:40])[C:20]1[CH:25]=[CH:24][CH:23]=[CH:22][CH:21]=1. No catalyst specified. (4) The reactants are [F:1][C:2]1[CH:24]=[CH:23][C:5]([O:6][C:7]2[CH:8]=[C:9]3[C:13](=[CH:14][C:15]=2[C:16]([NH2:18])=[O:17])[N:12]([CH2:19][CH:20]([CH3:22])[CH3:21])[N:11]=[CH:10]3)=[CH:4][CH:3]=1.C(N1C=CN=C1)(N1C=CN=C1)=O.[CH2:37]([NH:44][CH2:45][CH2:46]N)[C:38]1[CH:43]=[CH:42][CH:41]=[CH:40][CH:39]=1. The catalyst is C1COCC1. The product is [CH2:37]([NH:44][CH2:45][CH2:46][NH:18][C:16]([C:15]1[CH:14]=[C:13]2[C:9]([CH:10]=[N:11][N:12]2[CH2:19][CH:20]([CH3:22])[CH3:21])=[CH:8][C:7]=1[O:6][C:5]1[CH:23]=[CH:24][C:2]([F:1])=[CH:3][CH:4]=1)=[O:17])[C:38]1[CH:43]=[CH:42][CH:41]=[CH:40][CH:39]=1. The yield is 1.00. (5) The reactants are [F:1][C:2]1[CH:8]=[C:7]([I:9])[CH:6]=[CH:5][C:3]=1[NH2:4].C[Si](C)(C)[N-][Si](C)(C)C.[Li+].F[C:21]1[C:26]([F:27])=[C:25]([F:28])[CH:24]=[C:23]([F:29])[C:22]=1[N+:30]([O-:32])=[O:31].C(OCC)(=O)C. The catalyst is C1COCC1. The product is [F:1][C:2]1[CH:8]=[C:7]([I:9])[CH:6]=[CH:5][C:3]=1[NH:4][C:21]1[C:22]([N+:30]([O-:32])=[O:31])=[C:23]([F:29])[CH:24]=[C:25]([F:28])[C:26]=1[F:27]. The yield is 0.592. (6) The reactants are [Cl:1][C:2]1[CH:7]=[CH:6][C:5]([C:8](=[O:17])[CH2:9][S:10][CH2:11][C:12]([O:14][CH2:15][CH3:16])=[O:13])=[CH:4][CH:3]=1.[CH3:18][C:19]([CH3:24])([CH2:22]O)[CH2:20][OH:21].C1(C)C=CC(S(O)(=O)=O)=CC=1. The catalyst is C1(C)C=CC=CC=1. The product is [Cl:1][C:2]1[CH:7]=[CH:6][C:5]([C:8]2([CH2:9][S:10][CH2:11][C:12]([O:14][CH2:15][CH3:16])=[O:13])[O:21][CH2:20][C:19]([CH3:24])([CH3:22])[CH2:18][O:17]2)=[CH:4][CH:3]=1. The yield is 0.310.